From a dataset of Human Reference Interactome with 51,813 positive PPI pairs across 8,248 proteins, plus equal number of experimentally-validated negative pairs. Binary Classification. Given two protein amino acid sequences, predict whether they physically interact or not. (1) Protein 1 (ENSG00000109685) has sequence MEFSIKQSPLSVQSVVKCIKMKQAPEILGSANGKTPSCEVNRECSVFLSKAQLSSSLQEGVMQKFNGHDALPFIPADKLKDLTSRVFNGEPGAHDAKLRFESQEMKGIGTPPNTTPIKNGSPEIKLKITKTYMNGKPLFESSICGDSAADVSQSEENGQKPENKARRNRKRSIKYDSLLEQGLVEAALVSKISSPSDKKIPAKKESCPNTGRDKDHLLKYNVGDLVWSKVSGYPWWPCMVSADPLLHSYTKLKGQKKSARQYHVQFFGDAPERAWIFEKSLVAFEGEGQFEKLCQESAKQ.... Protein 2 (ENSG00000105963) has sequence MAKERRRAVLELLQRPGNARCADCGAPDPDWASYTLGVFICLSCSGIHRNIPQVSKVKSVRLDAWEEAQVEFMASHGNDAARARFESKVPSFYYRPTPSDCQLLREQWIRAKYERQEFIYPEKQEPYSAGYREGFLWKRGRDNGQFLSRKFVLTEREGALKYFNRNDAKEPKAVMKIEHLNATFQPAKIGHPHGLQVTYLKDNSTRNIFIYHEDGKEIVDWFNALRAARFHYLQVAFPGAGDADLVPKLSRNYLKEGYMEKTGPKQTEGFRKRWFTMDDRRLMYFKDPLDAFARGEVFIG.... Result: 0 (the proteins do not interact). (2) Protein 1 (ENSG00000251247) has sequence MENLTKHSIECSSFRGDWECKNQFERKQGSQEGHFSEMIFTPEDMPTFSIQHQRIHTDEKLLECKECGKDFSFVSVLVRHQRIHTGEKPYECKECGKAFGSGANLAYHQRIHTMENLTKHSIECSSFRGDWECKNQFERKQGSQEGHFSEMIFTPEDMPTFSIQHQRIHTDEKLLECKECGKDFSFVSVLVRHQRIHTGEKPYECKECGKAFGSGANLAYHQRIHTGEKPFECKECGKAFGSGSNLTHHQRIHTGEKPYECKECGKAFSFGSGLIRHQIIHSGEKPYECKECGKSFSFES.... Protein 2 (ENSG00000131591) has sequence MALRHLALLAGLLVGVASKSMENTAQLPECCVDVVGVNASCPGASLCGPGCYRRWNADGSASCVRCGNGTLPAYNGSECRSFAGPGAPFPMNRSSGTPGRPHPGAPRVAASLFLGTFFISSGLILSVAGFFYLKRSSKLPRACYRRNKAPALQPGEAAAMIPPPQSSDVGSAGKEDPPRQGRPPIPAPP*MALRHLALLAGLLVGVASKSMENTVTRNSTAVINTQAEGTLSPPGLSSLPVVREWALTHTAQLPECCVDVVGVNASCPGASLCGPGCYRRWNADGSASCVRCGNGTLPAY.... Result: 0 (the proteins do not interact). (3) Result: 0 (the proteins do not interact). Protein 2 (ENSG00000186510) has sequence MEELVGLREGFSGDPVTLQELWGPCPHIRRAIQGGLEWLKQKVFRLGEDWYFLMTLGVLMALVSYAMNFAIGCVVRAHQWLYREIGDSHLLRYLSWTVYPVALVSFSSGFSQSITPSSGGSGIPELKTMLAGVILEDYLDIKNFGAKVVGLSCTLATGSTLFLGKVGPFVHLSVMIAAYLGRVRTTTIGEPENKSKQNEMLVAAAAVGVATVFAAPFSGVLFSIEVMSSHFSVRDYWRGFFAATCGAFIFRLLAVFNSEQETITSLYKTSFRVDVPFDLPEIFFFVALGGICGVLSCAYL.... Protein 1 (ENSG00000111412) has sequence MVNLAAMVWRRLLRKRWVLALVFGLSLVYFLSSTFKQEERAVRDRNLLQVHDHNQPIPWKVQFNLGNSSRPSNQCRNSIQGKHLITDELGYVCERKDLLVNGCCNVNVPSTKQYCCDGCWPNGCCSAYEYCVSCCLQPNKQLLLERFLNRAAVAFQNLFMAVEDHFELCLAKCRTSSQSVQHENTYRDPIAKYCYGESPPELFPA*XFGLSLVYFLSSTFKQSVQHENTYRDPIAKYCYGESPPELFPA*MAVEDHFELCLAKCRTSSQSVQHENTYRDPIAKYCYGESPPELFPA*MVN....